From a dataset of NCI-60 drug combinations with 297,098 pairs across 59 cell lines. Regression. Given two drug SMILES strings and cell line genomic features, predict the synergy score measuring deviation from expected non-interaction effect. (1) Drug 1: C(CC(=O)O)C(=O)CN.Cl. Drug 2: CC1C(C(CC(O1)OC2CC(CC3=C2C(=C4C(=C3O)C(=O)C5=CC=CC=C5C4=O)O)(C(=O)C)O)N)O. Cell line: BT-549. Synergy scores: CSS=34.3, Synergy_ZIP=-3.15, Synergy_Bliss=-1.93, Synergy_Loewe=-19.0, Synergy_HSA=-0.804. (2) Drug 1: CC1C(C(CC(O1)OC2CC(CC3=C2C(=C4C(=C3O)C(=O)C5=C(C4=O)C(=CC=C5)OC)O)(C(=O)CO)O)N)O.Cl. Drug 2: CC12CCC3C(C1CCC2=O)CC(=C)C4=CC(=O)C=CC34C. Cell line: SF-295. Synergy scores: CSS=-1.41, Synergy_ZIP=1.15, Synergy_Bliss=1.45, Synergy_Loewe=-2.55, Synergy_HSA=-1.85.